From a dataset of Forward reaction prediction with 1.9M reactions from USPTO patents (1976-2016). Predict the product of the given reaction. (1) The product is: [F:1][C:2]1[CH:3]=[C:4]([CH2:5][N:31]2[CH2:34][CH:33]([C:35]([O:37][CH3:38])=[O:36])[CH2:32]2)[CH:7]=[CH:8][C:9]=1[C:10]1[S:11][C:12]2[C:17]([N:18]=1)=[CH:16][CH:15]=[C:14]([C:19]1([C:24]3[CH:25]=[CH:26][CH:27]=[CH:28][CH:29]=3)[CH2:20][CH:21]=[CH:22][CH2:23]1)[N:13]=2. Given the reactants [F:1][C:2]1[CH:3]=[C:4]([CH:7]=[CH:8][C:9]=1[C:10]1[S:11][C:12]2[C:17]([N:18]=1)=[CH:16][CH:15]=[C:14]([C:19]1([C:24]3[CH:29]=[CH:28][CH:27]=[CH:26][CH:25]=3)[CH2:23][CH:22]=[CH:21][CH2:20]1)[N:13]=2)[CH:5]=O.Cl.[NH:31]1[CH2:34][CH:33]([C:35]([O:37][CH3:38])=[O:36])[CH2:32]1, predict the reaction product. (2) Given the reactants [CH2:1]1[O:9][C:8]2[CH:7]=[CH:6][C:5]([O:10]CC=C)=[CH:4][C:3]=2[O:2]1.Cl[C:15]1[CH:20]=CC=C[C:16]=1Cl, predict the reaction product. The product is: [CH2:20]([C:6]1[CH:7]=[C:8]2[O:9][CH2:1][O:2][C:3]2=[CH:4][C:5]=1[OH:10])[CH:15]=[CH2:16]. (3) Given the reactants C([O:3][C:4](=[O:34])[C:5]1[CH:10]=[CH:9][CH:8]=[CH:7][C:6]=1[C:11]1[N:19]2[C:14]([CH:15]=[N:16][C:17]([NH:20][C:21]3[CH:26]=[CH:25][C:24]([N:27]4[CH2:32][CH2:31][N:30]([CH3:33])[CH2:29][CH2:28]4)=[CH:23][CH:22]=3)=[N:18]2)=[CH:13][CH:12]=1)C.[OH-].[Li+].CO, predict the reaction product. The product is: [CH3:33][N:30]1[CH2:29][CH2:28][N:27]([C:24]2[CH:23]=[CH:22][C:21]([NH:20][C:17]3[N:16]=[CH:15][C:14]4=[CH:13][CH:12]=[C:11]([C:6]5[CH:7]=[CH:8][CH:9]=[CH:10][C:5]=5[C:4]([OH:34])=[O:3])[N:19]4[N:18]=3)=[CH:26][CH:25]=2)[CH2:32][CH2:31]1.